From a dataset of TCR-epitope binding with 47,182 pairs between 192 epitopes and 23,139 TCRs. Binary Classification. Given a T-cell receptor sequence (or CDR3 region) and an epitope sequence, predict whether binding occurs between them. (1) The epitope is QARQMVQAMRTIGTHP. The TCR CDR3 sequence is CASSLRSGQGLDFF. Result: 1 (the TCR binds to the epitope). (2) The epitope is AYAQKIFKI. The TCR CDR3 sequence is CASRTGNYGYTF. Result: 0 (the TCR does not bind to the epitope). (3) The epitope is YLQPRTFLL. The TCR CDR3 sequence is CASSSDIEAFF. Result: 1 (the TCR binds to the epitope). (4) The epitope is IPRRNVATL. The TCR CDR3 sequence is CASSQDRVGLAGNEQFF. Result: 0 (the TCR does not bind to the epitope). (5) The epitope is FVDGVPFVV. The TCR CDR3 sequence is CASSQAGREGRDEQFF. Result: 1 (the TCR binds to the epitope). (6) The epitope is ITEEVGHTDLMAAY. The TCR CDR3 sequence is CASSPMTGGMNTEAFF. Result: 1 (the TCR binds to the epitope). (7) The epitope is RLRPGGKKK. The TCR CDR3 sequence is CAWSGDRAMVSGELFF. Result: 0 (the TCR does not bind to the epitope).